From a dataset of Full USPTO retrosynthesis dataset with 1.9M reactions from patents (1976-2016). Predict the reactants needed to synthesize the given product. (1) Given the product [CH3:1][O:2][CH2:3][C:4]1[CH:5]=[C:6]([CH:11]=[CH:12][CH:13]=1)[C:7]([OH:9])=[O:8], predict the reactants needed to synthesize it. The reactants are: [CH3:1][O:2][CH2:3][C:4]1[CH:5]=[C:6]([CH:11]=[CH:12][CH:13]=1)[C:7]([O:9]C)=[O:8].[OH-].[Na+]. (2) Given the product [CH3:31][C:32]([CH3:63])([CH2:37][CH2:38][C:39]1[S:40][C:41]([C:44]2[CH:49]=[CH:48][C:47]([NH:50][C:51]([NH:53][C:54]3[CH:59]=[C:58]([F:60])[C:57]([F:61])=[CH:56][C:55]=3[F:62])=[O:52])=[CH:46][CH:45]=2)=[CH:42][N:43]=1)[C:33]([OH:35])=[O:34], predict the reactants needed to synthesize it. The reactants are: FC(F)(F)C1C=C(NC(=O)NC2C=CC(C3SC(CCC(O)=O)=NC=3)=CC=2)C=CC=1.[CH3:31][C:32]([CH3:63])([CH2:37][CH2:38][C:39]1[S:40][C:41]([C:44]2[CH:49]=[CH:48][C:47]([NH:50][C:51]([NH:53][C:54]3[CH:59]=[C:58]([F:60])[C:57]([F:61])=[CH:56][C:55]=3[F:62])=[O:52])=[CH:46][CH:45]=2)=[CH:42][N:43]=1)[C:33]([O:35]C)=[O:34]. (3) Given the product [CH3:1][C:2]1([CH2:10][CH2:11][CH:12]=[O:13])[C:7](=[CH2:8])[CH:6]2[CH2:9][CH:3]1[CH2:4][CH2:5]2, predict the reactants needed to synthesize it. The reactants are: [CH3:1][C:2]1(/[CH:10]=[CH:11]/[CH:12]=[O:13])[C:7](=[CH2:8])[CH:6]2[CH2:9][CH:3]1[CH:4]=[CH:5]2. (4) The reactants are: [Cl:1][C:2]1[CH:7]=[CH:6][C:5]([C:8]2[N:9]=[C:10]([N:29]3[CH:33]=[CH:32][N:31]=[C:30]3[CH3:34])[O:11][C:12]=2[CH2:13][CH2:14][CH2:15][O:16][C:17]2[CH:22]=[CH:21][CH:20]=[CH:19][C:18]=2[CH2:23][CH2:24][C:25](OC)=[O:26])=[CH:4][CH:3]=1.[H-].[Al+3].[Li+].[H-].[H-].[H-].O.O.O.O.O.O.O.O.O.O.S([O-])([O-])(=O)=O.[Na+].[Na+]. Given the product [Cl:1][C:2]1[CH:3]=[CH:4][C:5]([C:8]2[N:9]=[C:10]([N:29]3[CH:33]=[CH:32][N:31]=[C:30]3[CH3:34])[O:11][C:12]=2[CH2:13][CH2:14][CH2:15][O:16][C:17]2[CH:22]=[CH:21][CH:20]=[CH:19][C:18]=2[CH2:23][CH2:24][CH2:25][OH:26])=[CH:6][CH:7]=1, predict the reactants needed to synthesize it. (5) Given the product [NH2:8][CH:9]([C:13]1[CH:18]=[CH:17][CH:16]=[C:15]([F:19])[C:14]=1[CH3:20])[CH2:10][OH:11], predict the reactants needed to synthesize it. The reactants are: [BH4-].[Li+].Cl[Si](C)(C)C.[NH2:8][CH:9]([C:13]1[CH:18]=[CH:17][CH:16]=[C:15]([F:19])[C:14]=1[CH3:20])[C:10](O)=[O:11]. (6) Given the product [CH3:19][CH2:18][N:16]([C:15]([O:14][C:11]1[CH:10]=[CH:9][C:8]2[CH2:7][CH2:6][C@@H:5]([NH:4][CH2:1][C:2]#[CH:3])[C:13]=2[CH:12]=1)=[O:20])[CH3:17].[CH3:19][CH2:18][N:16]([C:15]([O:14][C:11]1[CH:10]=[CH:9][C:8]2[CH2:7][CH2:6][C@@H:5]([NH:4][CH2:1][C:2]#[CH:3])[C:13]=2[CH:12]=1)=[O:20])[CH3:17].[CH:22]([OH:23])([C:21]([OH:30])=[O:29])[CH:24]([OH:25])[C:26]([OH:28])=[O:27], predict the reactants needed to synthesize it. The reactants are: [CH2:1]([NH:4][C@H:5]1[C:13]2[C:8](=[CH:9][CH:10]=[C:11]([O:14][C:15](=[O:20])[N:16]([CH2:18][CH3:19])[CH3:17])[CH:12]=2)[CH2:7][CH2:6]1)[C:2]#[CH:3].[C:21]([OH:30])(=[O:29])[C@@H:22]([C@H:24]([C:26]([OH:28])=[O:27])[OH:25])[OH:23].